From a dataset of NCI-60 drug combinations with 297,098 pairs across 59 cell lines. Regression. Given two drug SMILES strings and cell line genomic features, predict the synergy score measuring deviation from expected non-interaction effect. (1) Synergy scores: CSS=2.21, Synergy_ZIP=0.507, Synergy_Bliss=2.32, Synergy_Loewe=1.65, Synergy_HSA=1.67. Drug 2: C1C(C(OC1N2C=NC3=C2NC=NCC3O)CO)O. Cell line: UACC-257. Drug 1: CC(C)CN1C=NC2=C1C3=CC=CC=C3N=C2N. (2) Drug 1: C1=CC(=C2C(=C1NCCNCCO)C(=O)C3=C(C=CC(=C3C2=O)O)O)NCCNCCO. Drug 2: CCC(=C(C1=CC=CC=C1)C2=CC=C(C=C2)OCCN(C)C)C3=CC=CC=C3.C(C(=O)O)C(CC(=O)O)(C(=O)O)O. Cell line: RXF 393. Synergy scores: CSS=24.0, Synergy_ZIP=2.15, Synergy_Bliss=1.44, Synergy_Loewe=-14.3, Synergy_HSA=0.0294.